Dataset: Peptide-MHC class I binding affinity with 185,985 pairs from IEDB/IMGT. Task: Regression. Given a peptide amino acid sequence and an MHC pseudo amino acid sequence, predict their binding affinity value. This is MHC class I binding data. (1) The peptide sequence is VGNRYVKF. The MHC is Mamu-B52 with pseudo-sequence Mamu-B52. The binding affinity (normalized) is 0.706. (2) The peptide sequence is AVFEIFFRK. The MHC is HLA-A31:01 with pseudo-sequence HLA-A31:01. The binding affinity (normalized) is 0.619. (3) The peptide sequence is GAWCYDYTV. The MHC is HLA-B18:01 with pseudo-sequence HLA-B18:01. The binding affinity (normalized) is 0.0847. (4) The peptide sequence is KKYMLKHVVW. The MHC is Mamu-B17 with pseudo-sequence Mamu-B17. The binding affinity (normalized) is 0.256.